Dataset: NCI-60 drug combinations with 297,098 pairs across 59 cell lines. Task: Regression. Given two drug SMILES strings and cell line genomic features, predict the synergy score measuring deviation from expected non-interaction effect. (1) Drug 1: CC1CCC2CC(C(=CC=CC=CC(CC(C(=O)C(C(C(=CC(C(=O)CC(OC(=O)C3CCCCN3C(=O)C(=O)C1(O2)O)C(C)CC4CCC(C(C4)OC)O)C)C)O)OC)C)C)C)OC. Drug 2: CS(=O)(=O)CCNCC1=CC=C(O1)C2=CC3=C(C=C2)N=CN=C3NC4=CC(=C(C=C4)OCC5=CC(=CC=C5)F)Cl. Cell line: T-47D. Synergy scores: CSS=17.4, Synergy_ZIP=4.85, Synergy_Bliss=15.1, Synergy_Loewe=-0.0941, Synergy_HSA=9.45. (2) Drug 1: CC(C1=C(C=CC(=C1Cl)F)Cl)OC2=C(N=CC(=C2)C3=CN(N=C3)C4CCNCC4)N. Drug 2: C1=CC(=C2C(=C1NCCNCCO)C(=O)C3=C(C=CC(=C3C2=O)O)O)NCCNCCO. Cell line: MALME-3M. Synergy scores: CSS=40.2, Synergy_ZIP=13.7, Synergy_Bliss=14.6, Synergy_Loewe=5.39, Synergy_HSA=14.7. (3) Drug 1: CC1=C(C(=O)C2=C(C1=O)N3CC4C(C3(C2COC(=O)N)OC)N4)N. Drug 2: C1C(C(OC1N2C=NC3=C2NC=NCC3O)CO)O. Cell line: RPMI-8226. Synergy scores: CSS=5.98, Synergy_ZIP=-3.56, Synergy_Bliss=-4.77, Synergy_Loewe=-3.09, Synergy_HSA=-2.78. (4) Drug 1: CCC(=C(C1=CC=CC=C1)C2=CC=C(C=C2)OCCN(C)C)C3=CC=CC=C3.C(C(=O)O)C(CC(=O)O)(C(=O)O)O. Drug 2: C(CN)CNCCSP(=O)(O)O. Cell line: NCIH23. Synergy scores: CSS=2.80, Synergy_ZIP=-0.523, Synergy_Bliss=4.77, Synergy_Loewe=-2.27, Synergy_HSA=0.968. (5) Drug 1: CC1=CC2C(CCC3(C2CCC3(C(=O)C)OC(=O)C)C)C4(C1=CC(=O)CC4)C. Drug 2: C1C(C(OC1N2C=NC3=C(N=C(N=C32)Cl)N)CO)O. Cell line: HL-60(TB). Synergy scores: CSS=54.7, Synergy_ZIP=6.69, Synergy_Bliss=7.62, Synergy_Loewe=-48.9, Synergy_HSA=5.46.